From a dataset of Reaction yield outcomes from USPTO patents with 853,638 reactions. Predict the reaction yield, written as a fraction of the theoretical maximum amount of product (1.0 means a 100% yield; for example, 0.34 means a 34% yield). The reactants are CO[C:3](=[O:26])[C:4]1[CH:9]=[CH:8][C:7]([O:10][CH2:11][C:12]2[C:13]([C:18]3[CH:23]=[CH:22][C:21]([F:24])=[C:20]([F:25])[CH:19]=3)=[N:14][O:15][C:16]=2[CH3:17])=[N:6][CH:5]=1.[NH2:27][C:28]([CH3:32])([CH3:31])[CH2:29][OH:30]. No catalyst specified. The product is [F:25][C:20]1[CH:19]=[C:18]([C:13]2[C:12]([CH2:11][O:10][C:7]3[CH:8]=[CH:9][C:4]([C:3]([NH:27][C:28]([CH3:32])([CH3:31])[CH2:29][OH:30])=[O:26])=[CH:5][N:6]=3)=[C:16]([CH3:17])[O:15][N:14]=2)[CH:23]=[CH:22][C:21]=1[F:24]. The yield is 0.500.